This data is from Experimentally validated miRNA-target interactions with 360,000+ pairs, plus equal number of negative samples. The task is: Binary Classification. Given a miRNA mature sequence and a target amino acid sequence, predict their likelihood of interaction. (1) The miRNA is hsa-miR-4466 with sequence GGGUGCGGGCCGGCGGGG. The protein sequence of the target gene is MMLPQWLLLLFLLFFFLFLLTRGSLSPTKYNLLELKESCIRNQDCETGCCQRAPDNCESHCAEKGSEGSLCQTQVFFGQYRACPCLRNLTCIYSKNEKWLSIAYGRCQKIGRQKLAKKMFF. Result: 0 (no interaction). (2) The miRNA is hsa-miR-503-3p with sequence GGGGUAUUGUUUCCGCUGCCAGG. Result: 0 (no interaction). The protein sequence of the target gene is MRLFVSRRVKRWKIFHFFVTCFILSFMVFWSPINNYIMSHMKSYSYRYLVNSYGFVNNSLSLKHSSVQPHYPYLINHREKCQAQDVLLLLFIKTAPENYGRRSAIRKTWGNENYVQSQLNANIKILFALGTPGPLKGKELQKRLIGEDQVYKDIIQQDFIDSFHNLTSKFLLQFSWANTFCPHAKFLMTADDDIFIHMPNLIEYLQGLEQIGVRDFWIGHVHRGGPPVRDKSSKYYVPYEMYKWPAYPDYTAGAAYVVSRDVAAKIYEASQTLNSSMYIDDVFMGLCANKVGILPQDHVF.... (3) The miRNA is hsa-miR-548g-3p with sequence AAAACUGUAAUUACUUUUGUAC. The protein sequence of the target gene is MPAILVASKMKSGLPKPVHSAAPILHVPPARAGPQPCYLKLGSKVEVSKTTYPSQIPLKSQVLQGLQEPAGEGLPLRKSGSVENGFDTQIYTDWANHYLAKSGHKRLIRDLQQDVTDGVLLAQIIQVVANEKIEDINGCPKNRSQMIENIDACLNFLAAKGINIQGLSAEEIRNGNLKAILGLFFSLSRYKQQQQQPQKQHLSSPLPPAVSQVAGAPSQCQAGTPQQQVPVTPQAPCQPHQPAPHQQSKAQAEMQSSASSKDSSQSKIIRFTLGQKKISRLPGPTARVSAAGSEAKTRGG.... Result: 0 (no interaction). (4) The miRNA is hsa-miR-920 with sequence GGGGAGCUGUGGAAGCAGUA. The protein sequence of the target gene is MSETSSHDSFYDSLSDVQEEGKSADFFPGLSAFLSQEEINKSLDLARRAIDSSETEDFDSEKEISQIFSKSPISLCETPSHEEPKSGKQTSSERPQDSRRAPVQPLTGDQAERITSPGSKRKPGVSPLLASPSYIRSLRKAEKRGAKNPNPSSKPKTAQQSKAGPQSQLCDKAASFIEELTSIFREAAKPRNRSPNGESSSPDSGYLSPKNQPSALMSASASQSPTADQLDQLEMDAEVKQAQGSLCYQAHQASEETLPLAHIPHPQPQKARHLPTAPRFIQKLRSQEVAEGSRVYLECR.... Result: 0 (no interaction). (5) The miRNA is hsa-miR-371b-5p with sequence ACUCAAAAGAUGGCGGCACUUU. The protein sequence of the target gene is MFKFHQMKHIFEILDKMRCLRKRSTVSFLGVLVIFLLFMNLYIEDSYVLEGDKQLIRETSTHQLNSERYVHTFKDLSNFSGAINVTYRYLAATPLQRKRYLTIGLSSVKRKKGNYLLETIKSIFEQSSYEELKEISVVVHLADFNSSWRDAMVQDITQKFAHHIIAGRLMVIHAPEEYYPILDGLKRNYNDPEDRVKFRSKQNVDYAFLLNFCANTSDYYVMLEDDVRCSKNFLTAIKKVIASLEGTYWVTLEFSKLGYIGKLYHSHDLPRLAHFLLMFYQEMPCDWLLTHFRGLLAQKN.... Result: 0 (no interaction). (6) The miRNA is hsa-miR-4762-5p with sequence CCAAAUCUUGAUCAGAAGCCU. The protein sequence of the target gene is MAGAPTVSLPELRSLLASGRARLFDVRSREEAAAGTIPGALNIPVSELESALQMEPAAFQALYSAEKPKLEDEHLVFFCQMGKRGLQATQLARSLGYTGARNYAGAYREWLEKES. Result: 0 (no interaction). (7) Result: 0 (no interaction). The miRNA is hsa-miR-567 with sequence AGUAUGUUCUUCCAGGACAGAAC. The protein sequence of the target gene is MFSFVDLRLLLLLGATALLTHGQEDIPEVSCIHNGLRVPNGETWKPEVCLICICHNGTAVCDDVQCNEELDCPNPQRREGECCAFCPEEYVSPNSEDVGVEGPKGDPGPQGPRGPVGPPGRDGIPGQPGLPGPPGPPGPPGPPGLGGNFASQMSYGYDEKSAGVSVPGPMGPSGPRGLPGPPGAPGPQGFQGPPGEPGEPGGSGPMGPRGPPGPPGKNGDDGEAGKPGRPGERGPPGPQGARGLPGTAGLPGMKGHRGFSGLDGAKGDAGPAGPKGEPGSPGENGAPGQMGPRGLPGERG.... (8) The miRNA is hsa-miR-4536-3p with sequence UCGUGCAUAUAUCUACCACAU. The protein sequence of the target gene is MRRLICKRICDYKSFDDEESVDGNRPSSAASAFKVPAPKTPGNPVSSARKPGSAGGPKVGGPSKEGGAGAVDEDDFIKAFTDVPSVQIYSSRELEETLNKIREILSDDKHDWDQRANALKKIRSLLVAGAAQYDCFFQHLRLLDGALKLSAKDLRSQVVREACITVAHLSTVLGNKFDHGAEAIVPTLFNLVPNSAKVMATSGCAAIRFIIRHTHVPRLIPLITSNCTSKSVPVRRRSFEFLDLLLQEWQTHSLERHAAVLVETIKKGIHDADAEARVEARKTYMGLRNHFPGEAETLYN.... Result: 0 (no interaction).